This data is from Forward reaction prediction with 1.9M reactions from USPTO patents (1976-2016). The task is: Predict the product of the given reaction. (1) Given the reactants [F:1][C:2]([F:25])([F:24])[O:3][C:4]1[CH:9]=[CH:8][C:7]([NH:10][C:11]2[C:20]3[C:15](=[CH:16][C:17]([C:21]([OH:23])=O)=[CH:18][CH:19]=3)[N:14]=[CH:13][N:12]=2)=[CH:6][CH:5]=1.CCN(C(C)C)C(C)C.CN(C([O:42]N1N=NC2C=CC=NC1=2)=[N+](C)C)C.F[P-](F)(F)(F)(F)F.[NH2:59][CH2:60][CH2:61][OH:62].CN([CH:66]=[O:67])C, predict the reaction product. The product is: [F:1][C:2]([F:25])([F:24])[O:3][C:4]1[CH:9]=[CH:8][C:7]([NH:10][C:11]2[C:20]3[C:15](=[CH:16][C:17]([C:21]([NH:59][CH2:60][CH2:61][OH:62])=[O:23])=[CH:18][CH:19]=3)[N:14]=[CH:13][N:12]=2)=[CH:6][CH:5]=1.[C:66]([OH:67])([C:2]([F:25])([F:24])[F:1])=[O:42]. (2) Given the reactants [NH2:1][C:2]1[CH:7]=[CH:6][C:5]([Cl:8])=[CH:4][C:3]=1[OH:9].Br[CH2:11][C:12]([C:14]1[CH:15]=[C:16]([CH:26]=[CH:27][CH:28]=1)[C:17]([O:19][CH2:20][CH2:21][Si:22]([CH3:25])([CH3:24])[CH3:23])=[O:18])=O, predict the reaction product. The product is: [Cl:8][C:5]1[CH:6]=[CH:7][C:2]2[N:1]=[C:12]([C:14]3[CH:15]=[C:16]([CH:26]=[CH:27][CH:28]=3)[C:17]([O:19][CH2:20][CH2:21][Si:22]([CH3:24])([CH3:23])[CH3:25])=[O:18])[CH2:11][O:9][C:3]=2[CH:4]=1. (3) Given the reactants [Cl:1][C:2]1[CH:3]=[N:4][CH:5]=[CH:6][C:7]=1[C:8]([OH:10])=O.CN(C(ON1N=NC2C=CC=NC1=2)=[N+](C)C)C.F[P-](F)(F)(F)(F)F.CCN(C(C)C)C(C)C.[CH3:44][O:45][C:46]1[CH:51]=[CH:50][C:49]([CH2:52][N:53]2[CH:57]=[CH:56][C:55]([NH2:58])=[N:54]2)=[C:48]([C:59]([F:62])([F:61])[F:60])[CH:47]=1, predict the reaction product. The product is: [Cl:1][C:2]1[CH:3]=[N:4][CH:5]=[CH:6][C:7]=1[C:8]([NH:58][C:55]1[CH:56]=[CH:57][N:53]([CH2:52][C:49]2[CH:50]=[CH:51][C:46]([O:45][CH3:44])=[CH:47][C:48]=2[C:59]([F:61])([F:60])[F:62])[N:54]=1)=[O:10]. (4) Given the reactants [Br:1][C:2]1[CH:10]=[CH:9][C:5]([C:6](Cl)=[O:7])=[CH:4][CH:3]=1.[CH2:11]([N:18]1[C:23](=[O:24])[C:22]2[CH:25]=[CH:26][S:27][C:21]=2[N:20]=[C:19]1[CH:28]([NH:31][CH2:32][CH2:33][N:34]([CH3:36])[CH3:35])[CH2:29][CH3:30])[C:12]1[CH:17]=[CH:16][CH:15]=[CH:14][CH:13]=1.C(N(CC)C(C)C)(C)C, predict the reaction product. The product is: [CH2:11]([N:18]1[C:23](=[O:24])[C:22]2[CH:25]=[CH:26][S:27][C:21]=2[N:20]=[C:19]1[CH:28]([N:31]([CH2:32][CH2:33][N:34]([CH3:36])[CH3:35])[C:6](=[O:7])[C:5]1[CH:9]=[CH:10][C:2]([Br:1])=[CH:3][CH:4]=1)[CH2:29][CH3:30])[C:12]1[CH:13]=[CH:14][CH:15]=[CH:16][CH:17]=1. (5) Given the reactants [OH2:1].[C:2]([C:4]1[CH:32]=[CH:31][C:7]2[N:8]=[C:9]([C:14]3[C:15](=[O:30])[N:16]([CH2:25][CH2:26][CH:27]([CH3:29])[CH3:28])[C:17]4[C:22]([C:23]=3[OH:24])=[CH:21][CH:20]=[CH:19][CH:18]=4)[NH:10][S:11](=[O:13])(=[O:12])[C:6]=2[CH:5]=1)#[N:3], predict the reaction product. The product is: [OH:24][C:23]1[C:22]2[C:17](=[CH:18][CH:19]=[CH:20][CH:21]=2)[N:16]([CH2:25][CH2:26][CH:27]([CH3:29])[CH3:28])[C:15](=[O:30])[C:14]=1[C:9]1[NH:8][C:7]2[CH:31]=[CH:32][C:4]([C:2]([NH2:3])=[O:1])=[CH:5][C:6]=2[S:11](=[O:12])(=[O:13])[N:10]=1. (6) The product is: [C:5]([Si:4]([CH3:8])([CH3:7])[O:3][Si:2]([CH3:1])([CH3:11])[CH:9]=[CH2:10])#[C:6][CH2:12][CH2:13][CH2:14][CH2:15][CH3:16]. Given the reactants [CH3:1][Si:2]([CH3:11])([CH:9]=[CH2:10])[O:3][Si:4]([CH3:8])([CH3:7])[CH:5]=[CH2:6].[CH:12]#[C:13][CH2:14][CH2:15][CH2:16]CC, predict the reaction product. (7) Given the reactants Cl[C:2]1[CH:7]=[CH:6][N:5]=[C:4]2[CH:8]=[C:9]([C:11]([N:13]([CH3:15])[CH3:14])=[O:12])[S:10][C:3]=12.C(=O)([O-])[O-].[K+].[K+].[F:22][C:23]1[CH:28]=[C:27]([N+:29]([O-:31])=[O:30])[CH:26]=[CH:25][C:24]=1[OH:32].CO.CCOC(C)=O, predict the reaction product. The product is: [F:22][C:23]1[CH:28]=[C:27]([N+:29]([O-:31])=[O:30])[CH:26]=[CH:25][C:24]=1[O:32][C:2]1[CH:7]=[CH:6][N:5]=[C:4]2[CH:8]=[C:9]([C:11]([N:13]([CH3:15])[CH3:14])=[O:12])[S:10][C:3]=12. (8) Given the reactants [OH:1][CH2:2][C:3]1[CH:4]=[C:5]([C:12]([OH:14])=O)[CH:6]=[C:7]([CH:11]=1)[C:8]([OH:10])=O.[CH2:15](Cl)[CH2:16]Cl.[CH:19]1[CH:20]=[CH:21][C:22]2N(O)N=[N:25][C:23]=2[CH:24]=1.Cl.[CH2:30]([NH2:48])[CH2:31][CH2:32][CH2:33][CH2:34][CH2:35][CH2:36][CH2:37]/[CH:38]=[CH:39]\[CH2:40]/[CH:41]=[CH:42]\[CH2:43][CH2:44][CH2:45][CH2:46][CH3:47], predict the reaction product. The product is: [OH:1][CH2:2][C:3]1[CH:11]=[C:7]([C:8]([NH:25][CH2:23][CH2:22][CH2:21][CH2:20][CH2:19][CH2:24][CH2:30][CH2:31]/[CH:32]=[CH:33]\[CH2:34]/[CH:35]=[CH:36]\[CH2:37][CH2:38][CH2:39][CH2:15][CH3:16])=[O:10])[CH:6]=[C:5]([CH:4]=1)[C:12]([NH:48][CH2:30][CH2:31][CH2:32][CH2:33][CH2:34][CH2:35][CH2:36][CH2:37]/[CH:38]=[CH:39]\[CH2:40]/[CH:41]=[CH:42]\[CH2:43][CH2:44][CH2:45][CH2:46][CH3:47])=[O:14]. (9) Given the reactants [CH3:1][N:2]([CH3:6])[CH2:3][CH2:4][OH:5].[H-].[Na+].[NH2:9][C:10]1[N:15]=[C:14]([C:16]2[C:24]3[C:23](O)=[CH:22][CH:21]=[N:20][C:19]=3[N:18]([CH2:26][O:27][CH2:28][CH2:29][Si:30]([CH3:33])([CH3:32])[CH3:31])[CH:17]=2)[CH:13]=[CH:12][N:11]=1.[NH4+].[OH-], predict the reaction product. The product is: [CH3:1][N:2]([CH3:6])[CH2:3][CH2:4][O:5][C:22]1[CH:23]=[C:24]2[C:16]([C:14]3[CH:13]=[CH:12][N:11]=[C:10]([NH2:9])[N:15]=3)=[CH:17][N:18]([CH2:26][O:27][CH2:28][CH2:29][Si:30]([CH3:33])([CH3:32])[CH3:31])[C:19]2=[N:20][CH:21]=1.